This data is from Forward reaction prediction with 1.9M reactions from USPTO patents (1976-2016). The task is: Predict the product of the given reaction. (1) Given the reactants [CH2:1]([NH:3][C:4]1([C:8]([NH2:10])=[O:9])[CH2:7][NH:6][CH2:5]1)[CH3:2].C(N(CC)C(C)C)(C)C.Cl[C:21]1[N:26]2[C:27](=[O:30])[NH:28][N:29]=[C:25]2[C:24]([C:31]2[CH:36]=[CH:35][C:34]([Cl:37])=[CH:33][CH:32]=2)=[C:23]([C:38]2[CH:43]=[CH:42][C:41]([Cl:44])=[CH:40][CH:39]=2)[N:22]=1, predict the reaction product. The product is: [Cl:44][C:41]1[CH:42]=[CH:43][C:38]([C:23]2[N:22]=[C:21]([N:6]3[CH2:7][C:4]([NH:3][CH2:1][CH3:2])([C:8]([NH2:10])=[O:9])[CH2:5]3)[N:26]3[C:27](=[O:30])[NH:28][N:29]=[C:25]3[C:24]=2[C:31]2[CH:36]=[CH:35][C:34]([Cl:37])=[CH:33][CH:32]=2)=[CH:39][CH:40]=1. (2) Given the reactants [CH3:1][C@H:2]1[N:7]([C:8]2[CH:13]=[CH:12][C:11]([C:14]([F:17])([F:16])[F:15])=[CH:10][N:9]=2)[CH2:6][CH2:5][N:4]([CH2:18][C:19]2[C:20]([C:24]3[NH:28][C:27]([C:29]#[N:30])=[CH:26][CH:25]=3)=[N:21][NH:22][CH:23]=2)[CH2:3]1.C([O-])([O-])=[O:32].[K+].[K+].OO, predict the reaction product. The product is: [CH3:1][C@H:2]1[N:7]([C:8]2[CH:13]=[CH:12][C:11]([C:14]([F:16])([F:15])[F:17])=[CH:10][N:9]=2)[CH2:6][CH2:5][N:4]([CH2:18][C:19]2[C:20]([C:24]3[NH:28][C:27]([C:29]([NH2:30])=[O:32])=[CH:26][CH:25]=3)=[N:21][NH:22][CH:23]=2)[CH2:3]1. (3) The product is: [CH2:7]([N:14]([CH3:20])[CH2:15][CH2:16][C@@H:17]([OH:18])[CH2:19][N:1]1[CH2:6][CH2:5][O:4][CH2:3][CH2:2]1)[C:8]1[CH:13]=[CH:12][CH:11]=[CH:10][CH:9]=1. Given the reactants [NH:1]1[CH2:6][CH2:5][O:4][CH2:3][CH2:2]1.[CH2:7]([N:14]([CH3:20])[CH2:15][CH2:16][C@@H:17]1[CH2:19][O:18]1)[C:8]1[CH:13]=[CH:12][CH:11]=[CH:10][CH:9]=1, predict the reaction product. (4) The product is: [CH2:1]([C:3]1([CH2:18][CH2:19][O:20][CH3:23])[C:8]2[NH:9][C:10]3[C:15]([C:7]=2[CH2:6][CH2:5][O:4]1)=[CH:14][CH:13]=[CH:12][C:11]=3[CH2:16][CH3:17])[CH3:2]. Given the reactants [CH2:1]([C:3]1([CH2:18][CH2:19][OH:20])[C:8]2[NH:9][C:10]3[C:15]([C:7]=2[CH2:6][CH2:5][O:4]1)=[CH:14][CH:13]=[CH:12][C:11]=3[CH2:16][CH3:17])[CH3:2].[H-].[Na+].[CH3:23]I, predict the reaction product.